This data is from Catalyst prediction with 721,799 reactions and 888 catalyst types from USPTO. The task is: Predict which catalyst facilitates the given reaction. (1) Reactant: [CH3:1][S:2](Cl)(=[O:4])=[O:3].C(N(CC)CC)C.[C:13]([O:16][C@@H:17]1[C@@H:22]([O:23][C:24](=[O:26])[CH3:25])[C@H:21]([O:27][C:28](=[O:30])[CH3:29])[C@@H:20]([S:31][CH3:32])[O:19][C@H:18]1[C:33]1[CH:38]=[CH:37][C:36]([CH3:39])=[C:35]([CH2:40][C:41]2[CH:46]=[CH:45][C:44]([CH2:47][CH2:48][CH2:49][CH2:50][OH:51])=[CH:43][CH:42]=2)[CH:34]=1)(=[O:15])[CH3:14]. Product: [C:13]([O:16][C@@H:17]1[C@@H:22]([O:23][C:24](=[O:26])[CH3:25])[C@H:21]([O:27][C:28](=[O:30])[CH3:29])[C@@H:20]([S:31][CH3:32])[O:19][C@H:18]1[C:33]1[CH:38]=[CH:37][C:36]([CH3:39])=[C:35]([CH2:40][C:41]2[CH:42]=[CH:43][C:44]([CH2:47][CH2:48][CH2:49][CH2:50][O:51][S:2]([CH3:1])(=[O:4])=[O:3])=[CH:45][CH:46]=2)[CH:34]=1)(=[O:15])[CH3:14]. The catalyst class is: 2. (2) Reactant: [NH2:1][C:2]1[CH:7]=[CH:6][C:5]([O:8][CH2:9][C:10]2[CH:15]=[CH:14][C:13]([O:16][CH3:17])=[CH:12][CH:11]=2)=[CH:4][C:3]=1[NH:18][C@@H:19]1[CH2:24][CH2:23][C@H:22]([C:25]([NH:27][CH:28]([CH3:30])[CH3:29])=[O:26])[CH2:21][CH2:20]1.[N:31]#[C:32]Br. Product: [NH2:31][C:32]1[N:18]([C@@H:19]2[CH2:24][CH2:23][C@H:22]([C:25]([NH:27][CH:28]([CH3:30])[CH3:29])=[O:26])[CH2:21][CH2:20]2)[C:3]2[CH:4]=[C:5]([O:8][CH2:9][C:10]3[CH:11]=[CH:12][C:13]([O:16][CH3:17])=[CH:14][CH:15]=3)[CH:6]=[CH:7][C:2]=2[N:1]=1. The catalyst class is: 14. (3) Reactant: [CH:1]([C:4]1[CH:9]=[C:8]([CH:10]([CH3:12])[CH3:11])[N:7]=[C:6]([OH:13])[N:5]=1)([CH3:3])[CH3:2].S(=O)(=O)(O)O.[N+:19]([O-])([OH:21])=[O:20].[OH-].[Na+]. Product: [CH:10]([C:8]1[C:9]([N+:19]([O-:21])=[O:20])=[C:4]([CH:1]([CH3:3])[CH3:2])[N:5]=[C:6]([OH:13])[N:7]=1)([CH3:12])[CH3:11]. The catalyst class is: 22. (4) Reactant: [C:1]1([CH2:7][CH2:8][CH2:9][OH:10])[CH:6]=[CH:5][CH:4]=[CH:3][CH:2]=1.Cl[C:12]([CH3:20])([CH2:14][CH2:15][C:16](Cl)([CH3:18])[CH3:17])[CH3:13].[Cl-].[Al+3].[Cl-].[Cl-].Cl. Product: [OH:10][CH2:9][CH2:8][CH2:7][C:1]1[CH:6]=[CH:5][C:4]2[C:16]([CH3:18])([CH3:17])[CH2:15][CH2:14][C:12]([CH3:20])([CH3:13])[C:3]=2[CH:2]=1. The catalyst class is: 46. (5) Reactant: [CH3:1][S:2][CH2:3][CH2:4][NH:5][C:6](=[O:12])[O:7][C:8]([CH3:11])([CH3:10])[CH3:9].C1C=C(Cl)C=C(C(OO)=[O:21])C=1.[OH2:24].C(=O)(O)[O-].[Na+]. Product: [CH3:1][S:2]([CH2:3][CH2:4][NH:5][C:6](=[O:12])[O:7][C:8]([CH3:9])([CH3:11])[CH3:10])(=[O:21])=[O:24]. The catalyst class is: 54. (6) Reactant: [OH:1][C:2]1[CH:11]=[C:10]2[C:5]([CH:6]=[CH:7][C:8]([S:12]([OH:15])(=[O:14])=[O:13])=[CH:9]2)=[CH:4][CH:3]=1.[Na].[OH-].[Na+].S(OC)(O[CH3:23])(=O)=O. Product: [CH3:23][O:1][C:2]1[CH:11]=[C:10]2[C:5]([CH:6]=[CH:7][C:8]([S:12]([OH:15])(=[O:13])=[O:14])=[CH:9]2)=[CH:4][CH:3]=1. The catalyst class is: 97. (7) Reactant: [CH3:1][C:2]1[CH:7]=[CH:6][C:5]([S:8]([O:11][CH2:12][CH:13]2[CH2:17][C:16]3[CH:18]=[CH:19][CH:20]=[C:21](Br)[C:15]=3[O:14]2)(=[O:10])=[O:9])=[CH:4][CH:3]=1.[Cl:23][C:24]1[CH:29]=[CH:28][C:27](B(O)O)=[CH:26][CH:25]=1.C(=O)([O-])[O-].[K+].[K+]. Product: [CH3:1][C:2]1[CH:7]=[CH:6][C:5]([S:8]([O:11][CH2:12][CH:13]2[CH2:17][C:16]3[CH:18]=[CH:19][CH:20]=[C:21]([C:27]4[CH:28]=[CH:29][C:24]([Cl:23])=[CH:25][CH:26]=4)[C:15]=3[O:14]2)(=[O:10])=[O:9])=[CH:4][CH:3]=1. The catalyst class is: 608. (8) Reactant: Br[CH2:2][CH2:3][O:4][C:5]1[CH:10]=[CH:9][C:8]([N:11]2[CH:16]=[CH:15][C:14]([O:17][CH2:18][C:19]3[CH:24]=[CH:23][C:22]([Cl:25])=[CH:21][N:20]=3)=[CH:13][C:12]2=[O:26])=[CH:7][CH:6]=1.[Si:27]([O:34][C@H:35]1[CH2:39][CH2:38][NH:37][CH2:36]1)([C:30]([CH3:33])([CH3:32])[CH3:31])([CH3:29])[CH3:28].C(N(C(C)C)C(C)C)C.CN(C=O)C. Product: [Si:27]([O:34][C@H:35]1[CH2:39][CH2:38][N:37]([CH2:2][CH2:3][O:4][C:5]2[CH:10]=[CH:9][C:8]([N:11]3[CH:16]=[CH:15][C:14]([O:17][CH2:18][C:19]4[CH:24]=[CH:23][C:22]([Cl:25])=[CH:21][N:20]=4)=[CH:13][C:12]3=[O:26])=[CH:7][CH:6]=2)[CH2:36]1)([C:30]([CH3:33])([CH3:32])[CH3:31])([CH3:29])[CH3:28]. The catalyst class is: 6. (9) Reactant: [C:1]([O:5][C:6](=[O:9])[CH2:7]Br)([CH3:4])([CH3:3])[CH3:2].[Br:10][C:11]1[CH:12]=[CH:13][C:14]([CH3:18])=[C:15]([SH:17])[CH:16]=1. Product: [C:1]([O:5][C:6](=[O:9])[CH2:7][S:17][C:15]1[CH:16]=[C:11]([Br:10])[CH:12]=[CH:13][C:14]=1[CH3:18])([CH3:4])([CH3:3])[CH3:2]. The catalyst class is: 17. (10) Reactant: NC1C=CC=CC=1.C1(S(Cl)(=O)=O)C=CC=CC=1.[CH3:18][C:19]1[CH:24]=[CH:23][C:22]([CH3:25])=[CH:21][C:20]=1[S:26](Cl)(=[O:28])=[O:27].[Cl:30][C:31]1[CH:37]=[CH:36][C:34]([NH2:35])=[CH:33][CH:32]=1. Product: [CH3:18][C:19]1[CH:24]=[CH:23][C:22]([CH3:25])=[CH:21][C:20]=1[S:26]([NH:35][C:34]1[CH:36]=[CH:37][C:31]([Cl:30])=[CH:32][CH:33]=1)(=[O:28])=[O:27]. The catalyst class is: 74.